This data is from Forward reaction prediction with 1.9M reactions from USPTO patents (1976-2016). The task is: Predict the product of the given reaction. (1) Given the reactants [Cl:1][C:2]1[CH:3]=[C:4]([NH:9][C:10]2[C:19]3[C:14](=[CH:15][CH:16]=[C:17](I)[CH:18]=3)[N:13]=[C:12]([C:21]3[CH:22]=[N:23][CH:24]=[CH:25][CH:26]=3)[N:11]=2)[CH:5]=[CH:6][C:7]=1[F:8].[C:27]([Si:31]([CH3:37])([CH3:36])[O:32][CH2:33][C:34]#[CH:35])([CH3:30])([CH3:29])[CH3:28].C(N(CC)CC)C.O, predict the reaction product. The product is: [Si:31]([O:32][CH2:33][C:34]#[C:35][C:17]1[CH:18]=[C:19]2[C:14](=[CH:15][CH:16]=1)[N:13]=[C:12]([C:21]1[CH:22]=[N:23][CH:24]=[CH:25][CH:26]=1)[N:11]=[C:10]2[NH:9][C:4]1[CH:5]=[CH:6][C:7]([F:8])=[C:2]([Cl:1])[CH:3]=1)([C:27]([CH3:28])([CH3:29])[CH3:30])([CH3:36])[CH3:37]. (2) Given the reactants Cl[C:2]1[C:7]([C:8]([O:10][CH2:11][CH3:12])=[O:9])=[CH:6][N:5]=[C:4]([S:13][CH3:14])[N:3]=1.[CH3:15][C:16]([NH2:19])([CH3:18])[CH3:17].CCN(C(C)C)C(C)C, predict the reaction product. The product is: [C:16]([NH:19][C:2]1[C:7]([C:8]([O:10][CH2:11][CH3:12])=[O:9])=[CH:6][N:5]=[C:4]([S:13][CH3:14])[N:3]=1)([CH3:18])([CH3:17])[CH3:15]. (3) Given the reactants C[O:2][C:3]1[CH:8]=[CH:7][C:6]([C:9]2[CH:10]([CH3:16])[CH2:11][C:12](=[O:15])[NH:13][N:14]=2)=[CH:5][CH:4]=1.[Cl-].[Al+3].[Cl-].[Cl-], predict the reaction product. The product is: [OH:2][C:3]1[CH:8]=[CH:7][C:6]([C:9]2[CH:10]([CH3:16])[CH2:11][C:12](=[O:15])[NH:13][N:14]=2)=[CH:5][CH:4]=1. (4) Given the reactants C([N:8]1[C@H:13]([C:14]([O:16][CH3:17])=[O:15])[C@H:12]2[CH2:18][C@@H:9]1[CH2:10][CH2:11]2)C1C=CC=CC=1.[CH3:31][C:30]([O:29][C:27](O[C:27]([O:29][C:30]([CH3:33])([CH3:32])[CH3:31])=[O:28])=[O:28])([CH3:33])[CH3:32], predict the reaction product. The product is: [C@@H:9]12[CH2:18][C@@H:12]([CH2:11][CH2:10]1)[C@@H:13]([C:14]([O:16][CH3:17])=[O:15])[N:8]2[C:27]([O:29][C:30]([CH3:31])([CH3:32])[CH3:33])=[O:28]. (5) Given the reactants [Cl:1][C:2]1[CH:7]=[CH:6][N:5]=[C:4]([C:8]([NH:10][C:11]2[CH:16]=[CH:15][CH:14]=[C:13]([C:17]([NH:19][NH2:20])=O)[N:12]=2)=[O:9])[CH:3]=1.[CH:21]1([NH2:24])[CH2:23][CH2:22]1.[C:25](O)(=O)C, predict the reaction product. The product is: [Cl:1][C:2]1[CH:7]=[CH:6][N:5]=[C:4]([C:8]([NH:10][C:11]2[CH:16]=[CH:15][CH:14]=[C:13]([C:17]3[N:24]([CH:21]4[CH2:23][CH2:22]4)[CH:25]=[N:20][N:19]=3)[N:12]=2)=[O:9])[CH:3]=1. (6) Given the reactants [NH2:1][C:2]1[CH:3]=[CH:4][C:5]2[C:11](=[O:12])[C:10]3[CH:13]=[CH:14][C:15]([N+:17]([O-:19])=[O:18])=[CH:16][C:9]=3[CH2:8][O:7][C:6]=2[CH:20]=1.Br[C:22]1[CH:27]=[CH:26][CH:25]=[CH:24][C:23]=1[N+:28]([O-:30])=[O:29].C1(P(C2CCCCC2)C2C=CC=CC=2C2C(C(C)C)=CC(C(C)C)=CC=2C(C)C)CCCCC1.CC([O-])(C)C.[K+], predict the reaction product. The product is: [N+:28]([C:23]1[CH:24]=[CH:25][CH:26]=[CH:27][C:22]=1[NH:1][C:2]1[CH:3]=[CH:4][C:5]2[C:11](=[O:12])[C:10]3[CH:13]=[CH:14][C:15]([N+:17]([O-:19])=[O:18])=[CH:16][C:9]=3[CH2:8][O:7][C:6]=2[CH:20]=1)([O-:30])=[O:29]. (7) The product is: [C:33]([O:32][C:31](=[O:37])[CH2:30][C@@H:29]([NH:28][C:41]([O:43][C:44]([CH3:47])([CH3:46])[CH3:45])=[O:42])[C:38](=[O:39])[N:24]1[C:25]2[C:21](=[CH:20][C:19]([O:18][CH2:17][C:10]3[CH:11]=[C:12]([C:13]([F:15])([F:16])[F:14])[N:8]([C:2]4[CH:3]=[CH:4][CH:5]=[CH:6][CH:7]=4)[N:9]=3)=[CH:27][CH:26]=2)[CH2:22][CH2:23]1)([CH3:36])([CH3:35])[CH3:34]. Given the reactants Cl.[C:2]1([N:8]2[C:12]([C:13]([F:16])([F:15])[F:14])=[CH:11][C:10]([CH2:17][O:18][C:19]3[CH:20]=[C:21]4[C:25](=[CH:26][CH:27]=3)[NH:24][CH2:23][CH2:22]4)=[N:9]2)[CH:7]=[CH:6][CH:5]=[CH:4][CH:3]=1.[NH:28]([C:41]([O:43][C:44]([CH3:47])([CH3:46])[CH3:45])=[O:42])[C@@H:29]([C:38](O)=[O:39])[CH2:30][C:31](=[O:37])[O:32][C:33]([CH3:36])([CH3:35])[CH3:34].CCN=C=NCCCN(C)C.Cl.C1C=CC2N(O)N=NC=2C=1, predict the reaction product. (8) Given the reactants Br[C:2]1[C:3]([C:8]([NH:10][C@H:11]2[CH2:15][CH2:14][CH2:13][C@@H:12]2[NH:16][C:17]2[CH:22]=[N:21][C:20]([C:23]([F:26])([F:25])[F:24])=[CH:19][N:18]=2)=[O:9])=[N:4][CH:5]=[CH:6][CH:7]=1.[NH:27]1[CH:31]=[CH:30][CH:29]=[N:28]1.C(=O)([O-])[O-].[Cs+].[Cs+].CN[C@@H]1CCCC[C@H]1NC, predict the reaction product. The product is: [N:27]1([C:2]2[C:3]([C:8]([NH:10][C@H:11]3[CH2:15][CH2:14][CH2:13][C@@H:12]3[NH:16][C:17]3[CH:22]=[N:21][C:20]([C:23]([F:26])([F:25])[F:24])=[CH:19][N:18]=3)=[O:9])=[N:4][CH:5]=[CH:6][CH:7]=2)[CH:31]=[CH:30][CH:29]=[N:28]1. (9) Given the reactants [C:1]([C:3]1[CH:4]=[C:5]([NH:9][C:10](=[O:33])[NH:11][C:12]2[CH:17]=[CH:16][C:15]([S:18]([NH:21][CH2:22][C:23]3[CH:28]=[CH:27][C:26]([S:29](=[O:32])(=[O:31])[NH2:30])=[CH:25][CH:24]=3)(=[O:20])=[O:19])=[CH:14][CH:13]=2)[CH:6]=[CH:7][CH:8]=1)#[N:2].[NH:34]1[CH2:39][CH2:38][O:37][CH2:36][CH2:35]1, predict the reaction product. The product is: [NH:2]=[C:1]([N:34]1[CH2:39][CH2:38][O:37][CH2:36][CH2:35]1)[C:3]1[CH:4]=[C:5]([NH:9][C:10](=[O:33])[NH:11][C:12]2[CH:17]=[CH:16][C:15]([S:18]([NH:21][CH2:22][C:23]3[CH:28]=[CH:27][C:26]([S:29](=[O:32])(=[O:31])[NH2:30])=[CH:25][CH:24]=3)(=[O:20])=[O:19])=[CH:14][CH:13]=2)[CH:6]=[CH:7][CH:8]=1.